This data is from Reaction yield outcomes from USPTO patents with 853,638 reactions. The task is: Predict the reaction yield, written as a fraction of the theoretical maximum amount of product (1.0 means a 100% yield; for example, 0.34 means a 34% yield). (1) The reactants are Cl.C(N=[C:5]=[N:6][CH2:7][CH2:8][CH2:9][N:10]([CH3:12])[CH3:11])C.C([N:15]([CH2:18]C)CC)C.[CH:20]([C:22]1[NH:26][C:25]([CH3:27])=[C:24]([C:28]([OH:30])=O)[C:23]=1[CH3:31])=[O:21].ON1[C:37]2[CH:38]=[CH:39][CH:40]=[CH:41][C:36]=2N=N1.[OH2:42]. The catalyst is CN(C=O)C. The product is [CH2:12]([N:10]1[CH2:9][CH2:8][CH:7]([NH:6][C:5](=[O:42])[CH2:18][NH:15][C:28]([C:24]2[C:23]([CH3:31])=[C:22]([CH:20]=[O:21])[NH:26][C:25]=2[CH3:27])=[O:30])[CH2:11]1)[C:36]1[CH:41]=[CH:40][CH:39]=[CH:38][CH:37]=1. The yield is 0.402. (2) The yield is 0.940. The catalyst is CN(C)C=O.O.CO.O. The reactants are Br[CH2:2][C:3]1[CH:10]=[CH:9][C:8]([F:11])=[CH:7][C:4]=1[C:5]#[N:6].[C:12]1(=[O:22])[NH:16][C:15](=[O:17])[C:14]2=[CH:18][CH:19]=[CH:20][CH:21]=[C:13]12.C([O-])([O-])=O.[Cs+].[Cs+].C([O-])([O-])=O.[K+].[K+]. The product is [O:17]=[C:15]1[C:14]2[C:13](=[CH:21][CH:20]=[CH:19][CH:18]=2)[C:12](=[O:22])[N:16]1[CH2:2][C:3]1[CH:10]=[CH:9][C:8]([F:11])=[CH:7][C:4]=1[C:5]#[N:6].